Dataset: Reaction yield outcomes from USPTO patents with 853,638 reactions. Task: Predict the reaction yield, written as a fraction of the theoretical maximum amount of product (1.0 means a 100% yield; for example, 0.34 means a 34% yield). (1) The reactants are [CH:1]([C:3]1[O:7][C:6]([C:8]2[CH:16]=[CH:15][C:11]([C:12]([OH:14])=[O:13])=[CH:10][CH:9]=2)=[CH:5][CH:4]=1)=O.[S:17]1[CH2:23][C:21](=[O:22])[NH:20][C:18]1=[S:19].N1CCCCC1. The catalyst is C(O)C. The product is [O:22]=[C:21]1[C:23](=[CH:1][C:3]2[O:7][C:6]([C:8]3[CH:9]=[CH:10][C:11]([C:12]([OH:14])=[O:13])=[CH:15][CH:16]=3)=[CH:5][CH:4]=2)[S:17][C:18](=[S:19])[NH:20]1. The yield is 0.750. (2) The reactants are [CH:1]1[C:10]2[CH2:9][CH2:8][CH:7]=[CH:6][C:5]=2[CH:4]=[CH:3][C:2]=1[OH:11].C(N(CC)CC)C.[S:19](O[S:19]([C:22]([F:25])([F:24])[F:23])(=[O:21])=[O:20])([C:22]([F:25])([F:24])[F:23])(=[O:21])=[O:20]. The catalyst is C(Cl)Cl. The product is [F:23][C:22]([F:25])([F:24])[S:19]([O:11][C:2]1[CH:3]=[CH:4][C:5]2[CH:6]=[CH:7][CH2:8][CH2:9][C:10]=2[CH:1]=1)(=[O:21])=[O:20]. The yield is 0.880. (3) The reactants are [CH:1]1([C@H:7]([NH:12][C:13]([C:15]2[CH:20]=[CH:19][C:18]([C:21]3[CH:26]=[CH:25][C:24]([O:27][CH3:28])=[C:23]([F:29])[CH:22]=3)=[CH:17][C:16]=2[N+:30]([O-])=O)=[O:14])[C:8]([O:10][CH3:11])=[O:9])[CH2:6][CH2:5][CH2:4][CH2:3][CH2:2]1. The catalyst is [Pd].C(O)C. The product is [NH2:30][C:16]1[CH:17]=[C:18]([C:21]2[CH:26]=[CH:25][C:24]([O:27][CH3:28])=[C:23]([F:29])[CH:22]=2)[CH:19]=[CH:20][C:15]=1[C:13]([NH:12][C@@H:7]([CH:1]1[CH2:2][CH2:3][CH2:4][CH2:5][CH2:6]1)[C:8]([O:10][CH3:11])=[O:9])=[O:14]. The yield is 0.900. (4) The reactants are [C:1]([O:5][C:6]([N:8]1[C:12]2[CH:13]=[CH:14][CH:15]=[C:16]([CH3:17])[C:11]=2[N:10]=[CH:9]1)=[O:7])([CH3:4])([CH3:3])[CH3:2].[Br:18]N1C(=O)CCC1=O.N(C(C)(C)C#N)=NC(C)(C)C#N. The catalyst is C(Cl)(Cl)(Cl)Cl. The product is [C:1]([O:5][C:6]([N:8]1[C:12]2[CH:13]=[CH:14][CH:15]=[C:16]([CH2:17][Br:18])[C:11]=2[N:10]=[CH:9]1)=[O:7])([CH3:4])([CH3:3])[CH3:2]. The yield is 0.600.